This data is from Catalyst prediction with 721,799 reactions and 888 catalyst types from USPTO. The task is: Predict which catalyst facilitates the given reaction. (1) Reactant: Br[CH2:2][C:3]([C:5]1[C:10]([CH:11]([CH3:13])[CH3:12])=[CH:9][C:8]([CH:14]([CH3:16])[CH3:15])=[CH:7][C:6]=1[CH:17]([CH3:19])[CH3:18])=O.[NH2:20][C:21]([NH2:23])=[S:22]. Product: [CH:17]([C:6]1[CH:7]=[C:8]([CH:14]([CH3:16])[CH3:15])[CH:9]=[C:10]([CH:11]([CH3:13])[CH3:12])[C:5]=1[C:3]1[N:20]=[C:21]([NH2:23])[S:22][CH:2]=1)([CH3:19])[CH3:18]. The catalyst class is: 14. (2) Reactant: C([N:4]1[C:12]2[C:7](=[CH:8][C:9]([C:13](=[O:15])[CH3:14])=[CH:10][CH:11]=2)[C:6](=[C:16](OCC)[C:17]2[CH:22]=[CH:21][CH:20]=[CH:19][CH:18]=2)[C:5]1=[O:26])(=O)C.[CH3:27][N:28]([CH2:30][C:31]1[CH:36]=[CH:35][C:34]([NH2:37])=[CH:33][CH:32]=1)[CH3:29].N. Product: [C:13]([C:9]1[CH:8]=[C:7]2[C:12](=[CH:11][CH:10]=1)[NH:4][C:5](=[O:26])[C:6]2=[C:16]([NH:37][C:34]1[CH:33]=[CH:32][C:31]([CH2:30][N:28]([CH3:27])[CH3:29])=[CH:36][CH:35]=1)[C:17]1[CH:22]=[CH:21][CH:20]=[CH:19][CH:18]=1)(=[O:15])[CH3:14]. The catalyst class is: 9.